Dataset: Retrosynthesis with 50K atom-mapped reactions and 10 reaction types from USPTO. Task: Predict the reactants needed to synthesize the given product. (1) Given the product CC1c2cc(Cl)c(Cl)cc2CCN1C(=O)c1cc2ncc(Cl)cn2n1, predict the reactants needed to synthesize it. The reactants are: CC1NCCc2cc(Cl)c(Cl)cc21.O=C(O)c1cc2ncc(Cl)cn2n1. (2) Given the product O=C(Nc1nnco1)C(c1ccccc1)c1ccccc1, predict the reactants needed to synthesize it. The reactants are: Nc1nnco1.O=C(O)C(c1ccccc1)c1ccccc1. (3) Given the product O=Cc1ccc(C(F)(F)F)cc1C(F)(F)F, predict the reactants needed to synthesize it. The reactants are: OCc1ccc(C(F)(F)F)cc1C(F)(F)F. (4) Given the product COC(CNc1ccc2c(c1)N(CCN(C)C)CCO2)OC, predict the reactants needed to synthesize it. The reactants are: CN(C)CCN1CCOc2ccc(N)cc21.COC(C=O)OC.